Dataset: Catalyst prediction with 721,799 reactions and 888 catalyst types from USPTO. Task: Predict which catalyst facilitates the given reaction. (1) Reactant: [Cl:1][C:2]1[CH:3]=[CH:4][C:5]2[N:11]3[C:12]([CH2:15][OH:16])=[CH:13][CH:14]=[C:10]3[C@@H:9]([CH2:17][CH2:18][C:19](O)=[O:20])[O:8][C@H:7]([C:22]3[CH:27]=[CH:26][CH:25]=[C:24]([O:28][CH3:29])[C:23]=3[O:30][CH3:31])[C:6]=2[CH:32]=1.[NH:33]1[CH2:38][CH2:37][CH:36]([CH2:39][C:40]([O:42][CH2:43][CH3:44])=[O:41])[CH2:35][CH2:34]1.Cl.C(N=C=NCCCN(C)C)C.ON1C2C=CC=CC=2N=N1. Product: [Cl:1][C:2]1[CH:3]=[CH:4][C:5]2[N:11]3[C:12]([CH2:15][OH:16])=[CH:13][CH:14]=[C:10]3[C@@H:9]([CH2:17][CH2:18][C:19]([N:33]3[CH2:38][CH2:37][CH:36]([CH2:39][C:40]([O:42][CH2:43][CH3:44])=[O:41])[CH2:35][CH2:34]3)=[O:20])[O:8][C@H:7]([C:22]3[CH:27]=[CH:26][CH:25]=[C:24]([O:28][CH3:29])[C:23]=3[O:30][CH3:31])[C:6]=2[CH:32]=1. The catalyst class is: 2. (2) Reactant: [OH:1][C@@H:2]1[CH2:7][CH2:6][CH2:5][N:4]([C:8]([O:10][C:11]([CH3:14])([CH3:13])[CH3:12])=[O:9])[C@H:3]1[CH3:15].[H-].[Na+].Cl[C:19]1[N:24]=[CH:23][C:22]([C:25]([F:28])([F:27])[F:26])=[CH:21][N:20]=1. Product: [CH3:15][C@H:3]1[C@H:2]([O:1][C:19]2[N:24]=[CH:23][C:22]([C:25]([F:28])([F:27])[F:26])=[CH:21][N:20]=2)[CH2:7][CH2:6][CH2:5][N:4]1[C:8]([O:10][C:11]([CH3:14])([CH3:13])[CH3:12])=[O:9]. The catalyst class is: 20. (3) Reactant: [NH2:1][CH2:2][C@@H:3]1[CH2:8][CH2:7][CH2:6][N:5]([C:9]2[C:18]3[C:13](=[CH:14][C:15]([CH3:19])=[CH:16][CH:17]=3)[N:12]=[C:11]([C:20]3[CH:25]=[CH:24][CH:23]=[CH:22][C:21]=3[OH:26])[N:10]=2)[CH2:4]1.Cl[C:28]([O:30][C@H:31]1[CH2:35][CH2:34][O:33][CH2:32]1)=[O:29].C(N(CC)CC)C. Product: [O:33]1[CH2:34][CH2:35][C@H:31]([O:30][C:28](=[O:29])[NH:1][CH2:2][C@@H:3]2[CH2:8][CH2:7][CH2:6][N:5]([C:9]3[C:18]4[C:13](=[CH:14][C:15]([CH3:19])=[CH:16][CH:17]=4)[N:12]=[C:11]([C:20]4[CH:25]=[CH:24][CH:23]=[CH:22][C:21]=4[OH:26])[N:10]=3)[CH2:4]2)[CH2:32]1. The catalyst class is: 3. (4) Product: [CH2:15]([N:17]1[CH2:12][C:4]2[C:3](=[CH:8][CH:7]=[C:6]([N+:9]([O-:11])=[O:10])[CH:5]=2)[CH2:2]1)[CH3:16]. The catalyst class is: 3. Reactant: Br[CH2:2][C:3]1[CH:8]=[CH:7][C:6]([N+:9]([O-:11])=[O:10])=[CH:5][C:4]=1[CH2:12]Br.Cl.[CH2:15]([NH2:17])[CH3:16].CCN(CC)CC.